The task is: Predict the reactants needed to synthesize the given product.. This data is from Full USPTO retrosynthesis dataset with 1.9M reactions from patents (1976-2016). (1) Given the product [C:29]([NH:1][C@:2]([CH3:21])([CH2:5][CH2:6][C:7]1[CH:12]=[CH:11][C:10]([O:13][CH2:14][C:15]2[CH:20]=[CH:19][CH:18]=[CH:17][CH:16]=2)=[CH:9][CH:8]=1)[CH2:3][OH:4])([O:31][C:32]([CH3:35])([CH3:34])[CH3:33])=[O:30], predict the reactants needed to synthesize it. The reactants are: [NH2:1][C@:2]([CH3:21])([CH2:5][CH2:6][C:7]1[CH:12]=[CH:11][C:10]([O:13][CH2:14][C:15]2[CH:20]=[CH:19][CH:18]=[CH:17][CH:16]=2)=[CH:9][CH:8]=1)[CH2:3][OH:4].C(N(CC)CC)C.[C:29](O[C:29]([O:31][C:32]([CH3:35])([CH3:34])[CH3:33])=[O:30])([O:31][C:32]([CH3:35])([CH3:34])[CH3:33])=[O:30].C1COCC1. (2) Given the product [NH2:32][C:29]1[N:30]=[CH:31][C:26]([CH2:25][NH:24][C:16](=[O:18])[C:15]2[CH:19]=[CH:20][N:21]=[C:13]([CH2:12][N:8]3[C:7](=[O:22])[CH:6]=[C:5]4[C:10]([CH:11]=[C:2]([Cl:1])[CH:3]=[CH:4]4)=[CH:9]3)[CH:14]=2)=[C:27]([CH3:33])[CH:28]=1, predict the reactants needed to synthesize it. The reactants are: [Cl:1][C:2]1[CH:3]=[CH:4][C:5]2[C:10]([CH:11]=1)=[CH:9][N:8]([CH2:12][C:13]1[CH:14]=[C:15]([CH:19]=[CH:20][N:21]=1)[C:16]([OH:18])=O)[C:7](=[O:22])[CH:6]=2.Cl.[NH2:24][CH2:25][C:26]1[C:27]([CH3:33])=[CH:28][C:29]([NH2:32])=[N:30][CH:31]=1.CN(C(ON1N=NC2C=CC=NC1=2)=[N+](C)C)C.F[P-](F)(F)(F)(F)F.CCN(CC)CC. (3) The reactants are: [OH:1][C:2]1[CH:9]=[CH:8][C:5]([CH:6]=[O:7])=[CH:4][CH:3]=1.Br[CH2:11][CH2:12][CH2:13][CH2:14][CH2:15][CH2:16][CH2:17][CH3:18].C(=O)([O-])[O-].[Cs+].[Cs+].CN(C=O)C. Given the product [CH2:11]([O:1][C:2]1[CH:9]=[CH:8][C:5]([CH:6]=[O:7])=[CH:4][CH:3]=1)[CH2:12][CH2:13][CH2:14][CH2:15][CH2:16][CH2:17][CH3:18], predict the reactants needed to synthesize it. (4) Given the product [CH3:1][C:2]1([C:17]([OH:25])=[O:18])[CH2:6][CH:5]2[CH:7]([CH3:16])[C:8]([N+:13]([O-:15])=[O:14])=[C:9]([CH3:12])[C:10]([CH3:11])=[C:4]2[O:3]1, predict the reactants needed to synthesize it. The reactants are: [CH3:1][C:2]1([CH:17]=[O:18])[CH2:6][CH:5]2[CH:7]([CH3:16])[C:8]([N+:13]([O-:15])=[O:14])=[C:9]([CH3:12])[C:10]([CH3:11])=[C:4]2[O:3]1.CC(=CC)C.Cl([O-])=[O:25].[Na+].[Na].[H][H]. (5) Given the product [F:1][C:2]1[CH:3]=[C:4]2[C:5]([CH2:8][CH2:9][CH:10]([C:11]([O:13][CH2:14][CH3:15])=[O:12])[O:17]2)=[CH:6][CH:7]=1, predict the reactants needed to synthesize it. The reactants are: [F:1][C:2]1[CH:7]=[CH:6][C:5]([CH2:8][CH2:9][CH:10](O)[C:11]([O:13][CH2:14][CH3:15])=[O:12])=[C:4]([OH:17])[CH:3]=1.C1(P(C2C=CC=CC=2)C2C=CC=CC=2)C=CC=CC=1.O. (6) Given the product [Br:1][C:2]1[C:11]2[C:6](=[C:7]([F:14])[CH:8]=[C:9]([CH2:12][CH3:13])[CH:10]=2)[CH:5]=[CH:4][C:3]=1[CH3:15], predict the reactants needed to synthesize it. The reactants are: [Br:1][C:2]1[C:11]2[C:6](=[C:7]([F:14])[CH:8]=[C:9]([CH2:12][CH3:13])[CH:10]=2)[CH:5]=[CH:4][C:3]=1[CH:15]=O.Cl.[H][H].